This data is from Reaction yield outcomes from USPTO patents with 853,638 reactions. The task is: Predict the reaction yield, written as a fraction of the theoretical maximum amount of product (1.0 means a 100% yield; for example, 0.34 means a 34% yield). (1) The reactants are C(O[C:6]([N:8]1[CH2:12][CH2:11][CH2:10][CH:9]1[C:13]1[NH:14][C:15]([C:18]2[S:22][CH:21]3[CH:23]=[C:24]([Br:26])[S:25][CH:20]3[CH:19]=2)=[CH:16][N:17]=1)=[O:7])(C)(C)C.Cl.[CH3:28][O:29][C:30]([NH:32][CH:33]([CH:37]([CH3:39])[CH3:38])C(O)=O)=[O:31].CN(C(ON1N=NC2C=CC=NC1=2)=[N+](C)C)C.F[P-](F)(F)(F)(F)F.CCN(C(C)C)C(C)C. The catalyst is C(Cl)Cl.CCOC(C)=O.CN(C=O)C. The product is [CH3:28][O:29][C:30](=[O:31])[NH:32][CH:33]([C:6]([N:8]1[CH2:12][CH2:11][CH2:10][CH:9]1[C:13]1[NH:14][C:15]([C:18]2[S:22][CH:21]3[CH:23]=[C:24]([Br:26])[S:25][CH:20]3[CH:19]=2)=[CH:16][N:17]=1)=[O:7])[CH:37]([CH3:39])[CH3:38]. The yield is 0.900. (2) The reactants are [Cl-].O[NH3+:3].[C:4](=[O:7])([O-])[OH:5].[Na+].CS(C)=O.[CH2:13]([C:17]1[N:22]2[N:23]=[CH:24][CH:25]=[C:21]2[N:20]([C@H:26]2[CH2:31][CH2:30][C@H:29]([O:32][CH2:33][C:34]([OH:37])([CH3:36])[CH3:35])[CH2:28][CH2:27]2)[C:19](=[O:38])[C:18]=1[CH2:39][C:40]1[CH:45]=[CH:44][C:43]([C:46]2[C:47]([C:52]#[N:53])=[CH:48][CH:49]=[CH:50][CH:51]=2)=[C:42]([F:54])[CH:41]=1)[CH2:14][CH2:15][CH3:16]. The catalyst is C(OCC)(=O)C. The product is [CH2:13]([C:17]1[N:22]2[N:23]=[CH:24][CH:25]=[C:21]2[N:20]([C@H:26]2[CH2:31][CH2:30][C@H:29]([O:32][CH2:33][C:34]([OH:37])([CH3:35])[CH3:36])[CH2:28][CH2:27]2)[C:19](=[O:38])[C:18]=1[CH2:39][C:40]1[CH:45]=[CH:44][C:43]([C:46]2[CH:51]=[CH:50][CH:49]=[CH:48][C:47]=2[C:52]2[NH:3][C:4](=[O:7])[O:5][N:53]=2)=[C:42]([F:54])[CH:41]=1)[CH2:14][CH2:15][CH3:16]. The yield is 0.440. (3) The reactants are [CH2:1]([C:3](=[CH:6][CH2:7][C:8]1[C:9]([O:21][CH2:22][CH2:23][Si:24]([CH3:27])([CH3:26])[CH3:25])=[C:10]2[C:14](=[C:15]([CH3:19])[C:16]=1[CH2:17][CH3:18])[CH2:13][O:12][C:11]2=[O:20])[CH:4]=O)[CH3:2].C(O)(=O)C(O)=O.[CH2:34]([O:36][P:37]([CH2:42][CH2:43][NH2:44])(=[O:41])[O:38][CH2:39][CH3:40])[CH3:35].C(O)(=O)C.C(O[BH-](OC(=O)C)OC(=O)C)(=O)C.[Na+]. The catalyst is CN(C=O)C. The product is [CH2:39]([O:38][P:37]([CH2:42][CH2:43][NH:44][CH2:4][C:3]([CH2:1][CH3:2])=[CH:6][CH2:7][C:8]1[C:9]([O:21][CH2:22][CH2:23][Si:24]([CH3:25])([CH3:27])[CH3:26])=[C:10]2[C:14](=[C:15]([CH3:19])[C:16]=1[CH2:17][CH3:18])[CH2:13][O:12][C:11]2=[O:20])(=[O:41])[O:36][CH2:34][CH3:35])[CH3:40]. The yield is 0.650. (4) The reactants are C[O:2][C:3]1[CH:8]=[CH:7][C:6]([C:9]2([C:15]#[N:16])[CH2:14][CH2:13][CH2:12][CH2:11][CH2:10]2)=[CH:5][CH:4]=1.B(Br)(Br)Br. The catalyst is C(Cl)Cl. The product is [OH:2][C:3]1[CH:4]=[CH:5][C:6]([C:9]2([C:15]#[N:16])[CH2:14][CH2:13][CH2:12][CH2:11][CH2:10]2)=[CH:7][CH:8]=1. The yield is 0.910. (5) The catalyst is C1(C)C=CC=CC=1.C(O)C.O.C1C=CC([P]([Pd]([P](C2C=CC=CC=2)(C2C=CC=CC=2)C2C=CC=CC=2)([P](C2C=CC=CC=2)(C2C=CC=CC=2)C2C=CC=CC=2)[P](C2C=CC=CC=2)(C2C=CC=CC=2)C2C=CC=CC=2)(C2C=CC=CC=2)C2C=CC=CC=2)=CC=1. The product is [OH:40][C:41]1[CH:46]=[CH:45][CH:44]=[CH:43][C:42]=1[C:2]1[CH:3]=[C:4]([CH:8]([NH:14][C:15]([C@@H:17]2[CH2:22][CH2:21][CH2:20][N:19]([C:23](=[O:39])[CH2:24][CH2:25][CH:26]3[CH2:27][CH2:28][N:29]([C:32]([O:34][C:35]([CH3:36])([CH3:38])[CH3:37])=[O:33])[CH2:30][CH2:31]3)[CH2:18]2)=[O:16])[CH2:9][C:10]([O:12][CH3:13])=[O:11])[CH:5]=[N:6][CH:7]=1. The yield is 0.590. The reactants are Br[C:2]1[CH:3]=[C:4]([CH:8]([NH:14][C:15]([C@@H:17]2[CH2:22][CH2:21][CH2:20][N:19]([C:23](=[O:39])[CH2:24][CH2:25][CH:26]3[CH2:31][CH2:30][N:29]([C:32]([O:34][C:35]([CH3:38])([CH3:37])[CH3:36])=[O:33])[CH2:28][CH2:27]3)[CH2:18]2)=[O:16])[CH2:9][C:10]([O:12][CH3:13])=[O:11])[CH:5]=[N:6][CH:7]=1.[OH:40][C:41]1[CH:46]=[CH:45][CH:44]=[CH:43][C:42]=1B(O)O.[F-].[K+].